From a dataset of CYP2C19 inhibition data for predicting drug metabolism from PubChem BioAssay. Regression/Classification. Given a drug SMILES string, predict its absorption, distribution, metabolism, or excretion properties. Task type varies by dataset: regression for continuous measurements (e.g., permeability, clearance, half-life) or binary classification for categorical outcomes (e.g., BBB penetration, CYP inhibition). Dataset: cyp2c19_veith. (1) The molecule is CN1CCC2(CC1)CCN(C(=O)c1ccncc1)CC2. The result is 0 (non-inhibitor). (2) The molecule is CCN(CC)c1ccc(/C=C/c2nc3ccccc3s2)cc1. The result is 1 (inhibitor).